Dataset: Full USPTO retrosynthesis dataset with 1.9M reactions from patents (1976-2016). Task: Predict the reactants needed to synthesize the given product. Given the product [NH:3]1[CH:4]=[CH:5][N:1]=[C:2]1[NH:6][C:7]([C:9]1[C:17]2[N:16]=[C:15]([NH:18][C:19]([C:21]3[CH:22]=[N:23][CH:24]=[C:25]([CH2:27][CH2:28][C:29]4[CH:34]=[CH:33][CH:32]=[CH:31][CH:30]=4)[CH:26]=3)=[O:20])[NH:14][C:13]=2[CH:12]=[CH:11][CH:10]=1)=[O:8], predict the reactants needed to synthesize it. The reactants are: [NH:1]1[CH:5]=[CH:4][N:3]=[C:2]1[NH:6][C:7]([C:9]1[C:17]2[N:16]=[C:15]([NH:18][C:19]([C:21]3[CH:22]=[N:23][CH:24]=[C:25]([C:27]#[C:28][C:29]4[CH:34]=[CH:33][CH:32]=[CH:31][CH:30]=4)[CH:26]=3)=[O:20])[NH:14][C:13]=2[CH:12]=[CH:11][CH:10]=1)=[O:8].